From a dataset of Catalyst prediction with 721,799 reactions and 888 catalyst types from USPTO. Predict which catalyst facilitates the given reaction. (1) Reactant: O1C[CH2:5][N:4]([CH:7]=[O:8])[CH2:3]C1.CNC.[F:12][C:13]1[CH:18]=[CH:17][C:16]([C:19]2[C:24]([C:25]3[CH:26]=[C:27]4[C:31](=[C:32](C(O)=O)[CH:33]=3)[NH:30][N:29]=[CH:28]4)=[CH:23][CH:22]=[CH:21][N:20]=2)=[CH:15][C:14]=1[CH3:37].CN(C(ON1N=NC2C=CC=CC1=2)=[N+](C)C)C.F[P-](F)(F)(F)(F)F.CCN(CC)CC. Product: [F:12][C:13]1[CH:18]=[CH:17][C:16]([C:19]2[C:24]([C:25]3[CH:26]=[C:27]4[C:31](=[C:32]([C:7]([N:4]([CH3:5])[CH3:3])=[O:8])[CH:33]=3)[NH:30][N:29]=[CH:28]4)=[CH:23][CH:22]=[CH:21][N:20]=2)=[CH:15][C:14]=1[CH3:37]. The catalyst class is: 10. (2) Product: [OH:22][CH2:21][C:18]1[CH:19]=[CH:20][C:15]([C:13]([NH:12][C:10]2[CH:9]=[CH:8][C:7]3[C:2]([CH3:26])([CH3:1])[CH2:3][CH2:4][C:5]([CH3:25])([CH3:24])[C:6]=3[CH:11]=2)=[O:14])=[CH:16][CH:17]=1. The catalyst class is: 30. Reactant: [CH3:1][C:2]1([CH3:26])[C:7]2[CH:8]=[CH:9][C:10]([NH:12][C:13]([C:15]3[CH:20]=[CH:19][C:18]([C:21](O)=[O:22])=[CH:17][CH:16]=3)=[O:14])=[CH:11][C:6]=2[C:5]([CH3:25])([CH3:24])[CH2:4][CH2:3]1.C(N(CC)CC)C.ClC(OC)=O.[BH4-].[Na+].[Cl-].[NH4+]. (3) Reactant: [Cl:1][C:2]1[C:7]([N:8]2[CH2:13][C@H:12]([CH3:14])[O:11][C@H:10]([CH3:15])[CH2:9]2)=[C:6]([CH:16]=O)[N:5]=[C:4]2[C:18]([C:21]3[S:25][C:24]([CH3:26])=[N:23][CH:22]=3)=[N:19][O:20][C:3]=12.[NH:27]1[C:34](=[O:35])[CH2:33][C:31](=[O:32])[NH:30][C:28]1=[O:29]. Product: [Cl:1][C:2]1[C:3]2[O:20][N:19]=[C:18]([C:21]3[S:25][C:24]([CH3:26])=[N:23][CH:22]=3)[C:4]=2[N:5]=[C:6]2[C:7]=1[N:8]1[CH2:9][C@@H:10]([CH3:15])[O:11][C@@H:12]([CH3:14])[C@@H:13]1[C:33]1([C:31](=[O:32])[NH:30][C:28](=[O:29])[NH:27][C:34]1=[O:35])[CH2:16]2. The catalyst class is: 32. (4) The catalyst class is: 18. Product: [CH:15]([N:13]([CH3:14])[C@@H:10]1[CH2:11][CH2:12][C@H:7]([N:4]2[CH2:5][CH2:6][C@H:2]([NH:1][C:38]([C:37]3[CH:41]=[C:42]([C:45]([F:47])([F:48])[F:46])[CH:43]=[CH:44][C:36]=3[NH:35][C:34]([NH:33][CH2:31][CH3:32])=[O:49])=[O:39])[C:3]2=[O:21])[C@H:8]([CH2:18][CH2:19][CH3:20])[CH2:9]1)([CH3:16])[CH3:17]. Reactant: [NH2:1][C@H:2]1[CH2:6][CH2:5][N:4]([C@H:7]2[CH2:12][CH2:11][C@@H:10]([N:13]([CH:15]([CH3:17])[CH3:16])[CH3:14])[CH2:9][C@H:8]2[CH2:18][CH2:19][CH3:20])[C:3]1=[O:21].C(N(CC)C(C)C)(C)C.[CH2:31]([NH:33][C:34](=[O:49])[NH:35][C:36]1[CH:44]=[CH:43][C:42]([C:45]([F:48])([F:47])[F:46])=[CH:41][C:37]=1[C:38](O)=[O:39])[CH3:32].CN(C(ON1N=NC2C=CC=NC1=2)=[N+](C)C)C.F[P-](F)(F)(F)(F)F.